This data is from NCI-60 drug combinations with 297,098 pairs across 59 cell lines. The task is: Regression. Given two drug SMILES strings and cell line genomic features, predict the synergy score measuring deviation from expected non-interaction effect. (1) Drug 1: CC1OCC2C(O1)C(C(C(O2)OC3C4COC(=O)C4C(C5=CC6=C(C=C35)OCO6)C7=CC(=C(C(=C7)OC)O)OC)O)O. Drug 2: CC(C1=C(C=CC(=C1Cl)F)Cl)OC2=C(N=CC(=C2)C3=CN(N=C3)C4CCNCC4)N. Cell line: CCRF-CEM. Synergy scores: CSS=52.5, Synergy_ZIP=-6.21, Synergy_Bliss=-10.1, Synergy_Loewe=-12.8, Synergy_HSA=-8.23. (2) Drug 1: CC12CCC3C(C1CCC2=O)CC(=C)C4=CC(=O)C=CC34C. Drug 2: CCCCC(=O)OCC(=O)C1(CC(C2=C(C1)C(=C3C(=C2O)C(=O)C4=C(C3=O)C=CC=C4OC)O)OC5CC(C(C(O5)C)O)NC(=O)C(F)(F)F)O. Cell line: UACC62. Synergy scores: CSS=21.8, Synergy_ZIP=-1.30, Synergy_Bliss=-3.50, Synergy_Loewe=-3.85, Synergy_HSA=-2.93. (3) Drug 1: C1CN1P(=S)(N2CC2)N3CC3. Drug 2: N.N.Cl[Pt+2]Cl. Cell line: NCI-H522. Synergy scores: CSS=71.9, Synergy_ZIP=-4.49, Synergy_Bliss=-4.32, Synergy_Loewe=-1.28, Synergy_HSA=-0.213. (4) Drug 1: C1=CN(C(=O)N=C1N)C2C(C(C(O2)CO)O)O.Cl. Drug 2: CC1=C(C(CCC1)(C)C)C=CC(=CC=CC(=CC(=O)O)C)C. Cell line: UACC-257. Synergy scores: CSS=4.72, Synergy_ZIP=-2.67, Synergy_Bliss=2.45, Synergy_Loewe=-0.0933, Synergy_HSA=2.25. (5) Drug 1: CC1=C(C=C(C=C1)C(=O)NC2=CC(=CC(=C2)C(F)(F)F)N3C=C(N=C3)C)NC4=NC=CC(=N4)C5=CN=CC=C5. Drug 2: CC12CCC3C(C1CCC2OP(=O)(O)O)CCC4=C3C=CC(=C4)OC(=O)N(CCCl)CCCl.[Na+]. Cell line: SF-295. Synergy scores: CSS=-0.658, Synergy_ZIP=1.21, Synergy_Bliss=0.329, Synergy_Loewe=-2.65, Synergy_HSA=-5.65. (6) Drug 1: CN(CCCl)CCCl.Cl. Drug 2: N.N.Cl[Pt+2]Cl. Cell line: SNB-19. Synergy scores: CSS=52.0, Synergy_ZIP=-1.41, Synergy_Bliss=-1.00, Synergy_Loewe=-7.33, Synergy_HSA=-0.276. (7) Drug 1: CS(=O)(=O)CCNCC1=CC=C(O1)C2=CC3=C(C=C2)N=CN=C3NC4=CC(=C(C=C4)OCC5=CC(=CC=C5)F)Cl. Drug 2: COC1=C2C(=CC3=C1OC=C3)C=CC(=O)O2. Cell line: COLO 205. Synergy scores: CSS=-1.51, Synergy_ZIP=-0.792, Synergy_Bliss=-2.89, Synergy_Loewe=-4.12, Synergy_HSA=-4.12. (8) Drug 1: C(=O)(N)NO. Drug 2: COCCOC1=C(C=C2C(=C1)C(=NC=N2)NC3=CC=CC(=C3)C#C)OCCOC.Cl. Cell line: BT-549. Synergy scores: CSS=5.75, Synergy_ZIP=-2.66, Synergy_Bliss=0.450, Synergy_Loewe=1.13, Synergy_HSA=1.84.